Dataset: Catalyst prediction with 721,799 reactions and 888 catalyst types from USPTO. Task: Predict which catalyst facilitates the given reaction. Reactant: [N:1]1([CH:7]=[O:8])[CH2:6][CH2:5][NH:4][CH2:3][CH2:2]1.Br[CH2:10][CH2:11][CH2:12][OH:13].C(=O)([O-])[O-].[K+].[K+]. Product: [OH:13][CH2:12][CH2:11][CH2:10][N:4]1[CH2:5][CH2:6][N:1]([CH:7]=[O:8])[CH2:2][CH2:3]1. The catalyst class is: 5.